Dataset: Peptide-MHC class I binding affinity with 185,985 pairs from IEDB/IMGT. Task: Regression. Given a peptide amino acid sequence and an MHC pseudo amino acid sequence, predict their binding affinity value. This is MHC class I binding data. The peptide sequence is KRLGDVISV. The MHC is HLA-B27:05 with pseudo-sequence HLA-B27:05. The binding affinity (normalized) is 0.417.